Dataset: Reaction yield outcomes from USPTO patents with 853,638 reactions. Task: Predict the reaction yield, written as a fraction of the theoretical maximum amount of product (1.0 means a 100% yield; for example, 0.34 means a 34% yield). (1) The reactants are [Cl:1][CH:2]([CH3:7])[C:3]([NH:5][OH:6])=[NH:4].C(N(CC)CC)C.[CH3:15][C:16]1[CH:17]=[C:18]([CH:22]=[CH:23][CH:24]=1)[C:19](Cl)=O. The catalyst is C(Cl)Cl. The product is [Cl:1][CH:2]([C:3]1[N:4]=[C:15]([C:16]2[CH:17]=[C:18]([CH3:19])[CH:22]=[CH:23][CH:24]=2)[O:6][N:5]=1)[CH3:7]. The yield is 0.590. (2) The reactants are [Br:1][C:2]1[CH:3]=[C:4]2[C:8](=[CH:9][CH:10]=1)[NH:7][CH:6]=[C:5]2[CH:11]=[O:12].[H-].[Na+].[CH3:15][O:16][C:17]1[C:26]2[C:21](=[CH:22][CH:23]=[CH:24][CH:25]=2)[C:20]([S:27](Cl)(=[O:29])=[O:28])=[CH:19][C:18]=1[N:31]1[CH2:36][CH2:35][N:34]([C:37](=[O:42])[C:38]([Cl:41])([Cl:40])[Cl:39])[CH2:33][CH2:32]1. The catalyst is C1COCC1. The product is [Br:1][C:2]1[CH:3]=[C:4]2[C:8](=[CH:9][CH:10]=1)[N:7]([S:27]([C:20]1[C:21]3[C:26](=[CH:25][CH:24]=[CH:23][CH:22]=3)[C:17]([O:16][CH3:15])=[C:18]([N:31]3[CH2:36][CH2:35][N:34]([C:37](=[O:42])[C:38]([Cl:41])([Cl:39])[Cl:40])[CH2:33][CH2:32]3)[CH:19]=1)(=[O:28])=[O:29])[CH:6]=[C:5]2[CH:11]=[O:12]. The yield is 0.510. (3) The reactants are [CH3:1][C:2]1[N:3]=[C:4]2[C:13]3[NH:12][C@H:11]([C:14]4[CH:19]=[CH:18][CH:17]=[CH:16][CH:15]=4)[C@@H:10]([O:20][C:21](=[O:26])[C:22]([CH3:25])([CH3:24])[CH3:23])[C:9](=[O:27])[C:8]=3[CH:7]=[CH:6][N:5]2[C:28]=1[CH3:29].[C:30](Cl)(=[O:32])[CH3:31]. The catalyst is C1(C)C=CC=CC=1. The product is [C:30]([N:12]1[C:13]2[C:4]3=[N:3][C:2]([CH3:1])=[C:28]([CH3:29])[N:5]3[CH:6]=[CH:7][C:8]=2[C:9](=[O:27])[C@H:10]([O:20][C:21](=[O:26])[C:22]([CH3:25])([CH3:24])[CH3:23])[C@H:11]1[C:14]1[CH:19]=[CH:18][CH:17]=[CH:16][CH:15]=1)(=[O:32])[CH3:31]. The yield is 0.950. (4) The reactants are [NH2:1][C:2]1[C:7]([C:8]([O:10][CH3:11])=[O:9])=[C:6](Cl)[CH:5]=[C:4](Cl)[N:3]=1.[CH3:14][O-:15].[Na+].[CH3:17][OH:18]. The catalyst is C(O)(=O)C. The product is [NH2:1][C:2]1[C:7]([C:8]([O:10][CH3:11])=[O:9])=[C:6]([O:15][CH3:14])[CH:5]=[C:4]([O:18][CH3:17])[N:3]=1. The yield is 0.864. (5) The reactants are [NH2:1][C@@H:2]([CH2:33][C:34]1[CH:39]=[CH:38][CH:37]=[CH:36][CH:35]=1)[CH2:3][C@H:4]([OH:32])[C@@H:5]([NH:19][C:20]([C@@H:22]([NH:27][C:28](=[O:31])[O:29][CH3:30])[C:23]([CH3:26])([CH3:25])[CH3:24])=[O:21])[CH2:6][C:7]1[CH:12]=[CH:11][C:10]([C:13]2[CH:18]=[CH:17][CH:16]=[CH:15][N:14]=2)=[CH:9][CH:8]=1.[CH3:40][C:41]([CH3:64])([CH3:63])[C@H:42]([N:46]1[CH2:50][CH2:49][N:48]([CH2:51][C:52]2[N:56]([CH3:57])[C:55]3[CH:58]=[CH:59][CH:60]=[CH:61][C:54]=3[N:53]=2)[C:47]1=[O:62])[C:43](O)=[O:44].CCOP(ON1N=NC2C=CC=CC=2C1=O)(OCC)=O.C(N(CC)C(C)C)(C)C. The catalyst is C1COCC1. The product is [CH3:40][C:41]([CH3:64])([CH3:63])[C@H:42]([N:46]1[CH2:50][CH2:49][N:48]([CH2:51][C:52]2[N:56]([CH3:57])[C:55]3[CH:58]=[CH:59][CH:60]=[CH:61][C:54]=3[N:53]=2)[C:47]1=[O:62])[C:43]([NH:1][C@@H:2]([CH2:33][C:34]1[CH:35]=[CH:36][CH:37]=[CH:38][CH:39]=1)[CH2:3][C@H:4]([OH:32])[C@@H:5]([NH:19][C:20]([C@@H:22]([NH:27][C:28](=[O:31])[O:29][CH3:30])[C:23]([CH3:25])([CH3:26])[CH3:24])=[O:21])[CH2:6][C:7]1[CH:12]=[CH:11][C:10]([C:13]2[CH:18]=[CH:17][CH:16]=[CH:15][N:14]=2)=[CH:9][CH:8]=1)=[O:44]. The yield is 0.510. (6) The reactants are C(O)(=O)C.S(=O)(=O)(O)O.[CH:10]1[C:18]2[C:17]3[CH:19]=[CH:20][CH:21]=[CH:22][C:16]=3[S:15](=[O:24])(=[O:23])[C:14]=2[CH:13]=[CH:12][CH:11]=1.[N+:25]([O-])([OH:27])=[O:26]. The yield is 0.850. The product is [N+:25]([C:21]1[CH:20]=[CH:19][C:17]2[C:18]3[CH:10]=[CH:11][CH:12]=[CH:13][C:14]=3[S:15](=[O:24])(=[O:23])[C:16]=2[CH:22]=1)([O-:27])=[O:26]. The catalyst is O.